From a dataset of Full USPTO retrosynthesis dataset with 1.9M reactions from patents (1976-2016). Predict the reactants needed to synthesize the given product. Given the product [NH2:10][C:11]1[C:16]([S:7][C:1]2[CH:6]=[CH:5][CH:4]=[CH:3][CH:2]=2)=[N:15][C:14]([C:18]2[CH:23]=[CH:22][C:21]([O:24][CH3:25])=[CH:20][CH:19]=2)=[CH:13][N:12]=1, predict the reactants needed to synthesize it. The reactants are: [C:1]1([SH:7])[CH:6]=[CH:5][CH:4]=[CH:3][CH:2]=1.[H-].[Na+].[NH2:10][C:11]1[C:16](Br)=[N:15][C:14]([C:18]2[CH:23]=[CH:22][C:21]([O:24][CH3:25])=[CH:20][CH:19]=2)=[CH:13][N:12]=1.